Dataset: Reaction yield outcomes from USPTO patents with 853,638 reactions. Task: Predict the reaction yield, written as a fraction of the theoretical maximum amount of product (1.0 means a 100% yield; for example, 0.34 means a 34% yield). (1) The reactants are C([O:8][C:9]1[C:10]([O:15][CH2:16][CH:17]2[CH:21]3[O:22][C:23]([CH3:26])([CH3:25])[O:24][CH:20]3[CH:19]([N:27]3[CH:35]=[N:34][C:33]4[C:28]3=[N:29][CH:30]=[N:31][C:32]=4[NH:36][C:37]([NH:39][C:40]3[CH:45]=[CH:44][CH:43]=[CH:42][CH:41]=3)=[O:38])[O:18]2)=[N:11][CH:12]=[CH:13][CH:14]=1)C1C=CC=CC=1. The catalyst is CO.C(OCC)(=O)C.[Pd]. The product is [OH:8][C:9]1[C:10]([O:15][CH2:16][CH:17]2[CH:21]3[O:22][C:23]([CH3:26])([CH3:25])[O:24][CH:20]3[CH:19]([N:27]3[CH:35]=[N:34][C:33]4[C:28]3=[N:29][CH:30]=[N:31][C:32]=4[NH:36][C:37]([NH:39][C:40]3[CH:45]=[CH:44][CH:43]=[CH:42][CH:41]=3)=[O:38])[O:18]2)=[N:11][CH:12]=[CH:13][CH:14]=1. The yield is 0.310. (2) The reactants are [Br:1]Br.[NH2:3][C:4]1[C:9]([CH:10]=[O:11])=[CH:8][CH:7]=[CH:6][N:5]=1. The catalyst is CC(O)=O. The product is [BrH:1].[NH2:3][C:4]1[C:9]([CH:10]=[O:11])=[CH:8][C:7]([Br:1])=[CH:6][N:5]=1. The yield is 0.770.